Dataset: Catalyst prediction with 721,799 reactions and 888 catalyst types from USPTO. Task: Predict which catalyst facilitates the given reaction. (1) Product: [F:19][C:17]([F:18])([F:20])[C:14]1([CH2:12][N:9]2[CH2:8][CH2:7][CH:6]([CH2:4][OH:3])[CH2:11][CH2:10]2)[CH2:15][CH2:16]1. The catalyst class is: 7. Reactant: C([O:3][C:4]([CH:6]1[CH2:11][CH2:10][N:9]([C:12]([C:14]2([C:17]([F:20])([F:19])[F:18])[CH2:16][CH2:15]2)=O)[CH2:8][CH2:7]1)=O)C.[H-].[Al+3].[Li+].[H-].[H-].[H-].O.[OH-].[Na+].O. (2) Reactant: [C:1]([C:5]1[O:9][N:8]=[C:7]([NH:10][C:11]([NH:13][C:14]2[CH:19]=[CH:18][CH:17]=[C:16]([O:20][C:21]3[C:30]4[C:25](=[CH:26][C:27]([O:33][CH2:34][C@H:35]5[CH2:37][O:36]5)=[C:28]([O:31][CH3:32])[CH:29]=4)[N:24]=[CH:23][N:22]=3)[CH:15]=2)=[O:12])[CH:6]=1)([CH3:4])([CH3:3])[CH3:2].[CH3:38][N:39]1[CH2:44][CH2:43][NH:42][CH2:41][CH2:40]1. Product: [C:1]([C:5]1[O:9][N:8]=[C:7]([NH:10][C:11]([NH:13][C:14]2[CH:19]=[CH:18][CH:17]=[C:16]([O:20][C:21]3[C:30]4[C:25](=[CH:26][C:27]([O:33][CH2:34][C@H:35]([OH:36])[CH2:37][N:42]5[CH2:43][CH2:44][N:39]([CH3:38])[CH2:40][CH2:41]5)=[C:28]([O:31][CH3:32])[CH:29]=4)[N:24]=[CH:23][N:22]=3)[CH:15]=2)=[O:12])[CH:6]=1)([CH3:3])([CH3:2])[CH3:4]. The catalyst class is: 9. (3) Reactant: CC(C[AlH]CC(C)C)C.[Si:10]([O:17][C@@H:18]([CH2:28][CH2:29][O:30][Si:31]([C:34]([CH3:37])([CH3:36])[CH3:35])([CH3:33])[CH3:32])[C@H:19]([CH3:27])/[CH:20]=[CH:21]/[C:22](OCC)=[O:23])([C:13]([CH3:16])([CH3:15])[CH3:14])([CH3:12])[CH3:11]. Product: [Si:10]([O:17][C@@H:18]([CH2:28][CH2:29][O:30][Si:31]([C:34]([CH3:35])([CH3:37])[CH3:36])([CH3:32])[CH3:33])[C@H:19]([CH3:27])/[CH:20]=[CH:21]/[CH2:22][OH:23])([C:13]([CH3:14])([CH3:15])[CH3:16])([CH3:12])[CH3:11]. The catalyst class is: 2. (4) Reactant: [N:1]1[C:5]2[CH:6]=[CH:7][CH:8]=[CH:9][C:4]=2[NH:3][C:2]=1[C:10]([OH:12])=O.CN(C(ON1N=[N:28][C:23]2[CH:24]=[CH:25][CH:26]=[CH:27][C:22]1=2)=[N+](C)C)C.[B-](F)(F)(F)F.[CH:35]1C=CC2N(O)N=NC=2[CH:40]=1.CC[N:47]([CH:51]([CH3:53])C)[CH:48]([CH3:50])C.[CH3:54]N(C=O)C. Product: [N:47]1[CH:48]=[CH:50][C:35]([CH2:40][C:26]2[CH:27]=[CH:22][C:23]([NH:28][C:10]([C:2]3[NH:1][C:5]4[CH:6]=[CH:7][C:8]([CH3:54])=[CH:9][C:4]=4[N:3]=3)=[O:12])=[CH:24][CH:25]=2)=[CH:53][CH:51]=1. The catalyst class is: 6. (5) Reactant: [Cl:1][C:2]1[CH:15]=[CH:14][C:5]([O:6][C:7]2[CH:12]=[CH:11][C:10]([OH:13])=[CH:9][CH:8]=2)=[C:4]([NH:16][C:17]2[C:26]3[C:21](=[N:22][C:23]([CH3:27])=[CH:24][CH:25]=3)[N:20]=[CH:19][CH:18]=2)[CH:3]=1.[CH:28]([S:31](Cl)(=[O:33])=[O:32])([CH3:30])[CH3:29].C(N(CC)C(C)C)(C)C. Product: [Cl:1][C:2]1[CH:15]=[CH:14][C:5]([O:6][C:7]2[CH:8]=[CH:9][C:10]([O:13][S:31]([CH:28]([CH3:30])[CH3:29])(=[O:33])=[O:32])=[CH:11][CH:12]=2)=[C:4]([NH:16][C:17]2[C:26]3[C:21](=[N:22][C:23]([CH3:27])=[CH:24][CH:25]=3)[N:20]=[CH:19][CH:18]=2)[CH:3]=1. The catalyst class is: 79. (6) Reactant: [Cl:1][C:2]1[C:3]([C:9]([O:11][CH3:12])=[O:10])=[N:4][CH:5]=[C:6]([OH:8])[CH:7]=1.[C:13](=O)([O-])[O-].[Cs+].[Cs+].IC.O. Product: [Cl:1][C:2]1[C:3]([C:9]([O:11][CH3:12])=[O:10])=[N:4][CH:5]=[C:6]([O:8][CH3:13])[CH:7]=1. The catalyst class is: 3.